This data is from HIV replication inhibition screening data with 41,000+ compounds from the AIDS Antiviral Screen. The task is: Binary Classification. Given a drug SMILES string, predict its activity (active/inactive) in a high-throughput screening assay against a specified biological target. (1) The compound is COc1ccc2cc3[n+](cc2c1OC)CCc1cc2c(cc1-3)OCO2. The result is 0 (inactive). (2) The compound is NNC(=O)CNC(=O)c1ccc(Cl)cc1Cl. The result is 0 (inactive). (3) The drug is Cc1cccc(C=NNC(=S)NCCc2ccccn2)n1. The result is 0 (inactive). (4) The compound is CCc1n[nH]c(=O)n1N=Cc1ccccc1O. The result is 0 (inactive). (5) The result is 0 (inactive). The molecule is C=CCC12CCC(=O)C1(C)CC=C(O)C2=O.